This data is from Forward reaction prediction with 1.9M reactions from USPTO patents (1976-2016). The task is: Predict the product of the given reaction. (1) Given the reactants N[C:2]1[CH:11]=[CH:10][C:9]([Cl:12])=[CH:8][C:3]=1[C:4]([O:6]C)=[O:5].[Cl:13][CH2:14][C:15](Cl)=O.C[N:19]([CH:21]=[O:22])C, predict the reaction product. The product is: [CH3:15][C:14]([Cl:13])([C:21]([NH2:19])=[O:22])[C:2]1[CH:11]=[CH:10][C:9]([Cl:12])=[CH:8][C:3]=1[C:4]([OH:6])=[O:5]. (2) Given the reactants [C:1]([O:6]CC)(=[O:5])C(C)=O.[CH2:9](O)[CH2:10]O.B(F)(F)F.[C:17]([OH:20])(=[O:19])[CH3:18], predict the reaction product. The product is: [CH3:18][C:17]1([C:1]([OH:6])=[O:5])[O:20][CH2:10][CH2:9][O:19]1. (3) Given the reactants F[C:2]1[C:7]2[CH:8]=[C:9]([CH2:11][CH2:12][CH2:13][CH2:14][CH2:15][CH2:16]CC)[O:10][C:6]=2[CH:5]=[CH:4][C:3]=1[CH2:19][NH2:20].[F:21]C1C=C(C=C(I)C=1O)C#N, predict the reaction product. The product is: [CH:11]1([C:9]2[O:10][C:6]3[C:5]([F:21])=[CH:4][C:3]([CH2:19][NH2:20])=[CH:2][C:7]=3[CH:8]=2)[CH2:12][CH2:13][CH2:14][CH2:15][CH2:16]1. (4) Given the reactants [NH2:1][C:2]1[CH:3]=[CH:4][C:5]([O:18][CH3:19])=[C:6]([NH:8][C:9](=[O:17])[CH2:10][N:11]2[CH2:16][CH2:15][O:14][CH2:13][CH2:12]2)[CH:7]=1.[C:20]1([C:26]2[O:30][C:29]([C:31](O)=[O:32])=[N:28][CH:27]=2)[CH:25]=[CH:24][CH:23]=[CH:22][CH:21]=1.C(N(C(C)C)CC)(C)C, predict the reaction product. The product is: [CH3:19][O:18][C:5]1[CH:4]=[CH:3][C:2]([NH:1][C:31]([C:29]2[O:30][C:26]([C:20]3[CH:21]=[CH:22][CH:23]=[CH:24][CH:25]=3)=[CH:27][N:28]=2)=[O:32])=[CH:7][C:6]=1[NH:8][C:9](=[O:17])[CH2:10][N:11]1[CH2:16][CH2:15][O:14][CH2:13][CH2:12]1. (5) Given the reactants O=[C:2]([NH:7][CH2:8][C:9](=[O:11])[CH3:10])[C:3]([O:5][CH3:6])=[O:4], predict the reaction product. The product is: [CH3:10][C:9]1[O:11][C:2]([C:3]([O:5][CH3:6])=[O:4])=[N:7][CH:8]=1. (6) Given the reactants [CH2:1]([N:8]([CH2:21][C:22]1[CH:32]=[CH:31][C:25]([N:26]([CH2:29][CH3:30])[CH2:27][CH3:28])=[CH:24][CH:23]=1)[CH2:9][C:10]1[CH:15]=[CH:14][C:13]([N:16]([CH2:19][CH3:20])[CH2:17][CH3:18])=[CH:12][CH:11]=1)[C:2]1[CH:7]=[CH:6][CH:5]=[CH:4][CH:3]=1.[ClH:33], predict the reaction product. The product is: [Cl-:33].[CH2:1]([NH+:8]([CH2:9][C:10]1[CH:15]=[CH:14][C:13]([N:16]([CH2:19][CH3:20])[CH2:17][CH3:18])=[CH:12][CH:11]=1)[CH2:21][C:22]1[CH:32]=[CH:31][C:25]([N:26]([CH2:29][CH3:30])[CH2:27][CH3:28])=[CH:24][CH:23]=1)[C:2]1[CH:7]=[CH:6][CH:5]=[CH:4][CH:3]=1.